The task is: Predict the product of the given reaction.. This data is from Forward reaction prediction with 1.9M reactions from USPTO patents (1976-2016). (1) Given the reactants C([Li])CCC.[CH3:6][CH2:7][CH2:8][CH2:9][CH2:10]C.[Cl:12][C:13]1[CH:18]=[CH:17][N:16]=[CH:15][C:14]=1[CH2:19][S:20]([C:23]1[CH:28]=[CH:27][C:26]([Cl:29])=[CH:25][CH:24]=1)(=[O:22])=[O:21].ICCCCCI, predict the reaction product. The product is: [Cl:12][C:13]1[CH:18]=[CH:17][N:16]=[CH:15][C:14]=1[C:19]1([S:20]([C:23]2[CH:28]=[CH:27][C:26]([Cl:29])=[CH:25][CH:24]=2)(=[O:21])=[O:22])[CH2:10][CH2:9][CH2:8][CH2:7][CH2:6]1. (2) Given the reactants [CH2:1]([O:3][C:4](=[O:32])[CH2:5][NH:6][CH2:7][C:8]1[CH:13]=[CH:12][CH:11]=[C:10]([O:14][CH2:15][C:16]2[N:17]=[C:18]([C:22]3[CH:27]=[CH:26][C:25]([C:28]([F:31])([F:30])[F:29])=[CH:24][CH:23]=3)[O:19][C:20]=2[CH3:21])[CH:9]=1)[CH3:2].[CH2:33]([N:36]([CH3:41])[S:37](Cl)(=[O:39])=[O:38])[CH:34]=[CH2:35].C(N(CC)CC)C, predict the reaction product. The product is: [CH2:1]([O:3][C:4](=[O:32])[CH2:5][N:6]([S:37]([N:36]([CH2:33][CH:34]=[CH2:35])[CH3:41])(=[O:39])=[O:38])[CH2:7][C:8]1[CH:13]=[CH:12][CH:11]=[C:10]([O:14][CH2:15][C:16]2[N:17]=[C:18]([C:22]3[CH:23]=[CH:24][C:25]([C:28]([F:31])([F:30])[F:29])=[CH:26][CH:27]=3)[O:19][C:20]=2[CH3:21])[CH:9]=1)[CH3:2]. (3) The product is: [Cl:1][C:2]1[CH:3]=[C:4]2[C:8](=[C:9]([Cl:11])[CH:10]=1)[NH:7][C:6](=[O:12])[C:5]2([CH2:15][CH2:16][CH2:17][CH2:18][N:31]1[CH2:30][CH2:29][N:28]([C:23]2[CH:24]=[CH:25][C:26]([Cl:27])=[C:21]([Cl:20])[CH:22]=2)[CH2:33][CH2:32]1)[CH2:13][CH3:14]. Given the reactants [Cl:1][C:2]1[CH:3]=[C:4]2[C:8](=[C:9]([Cl:11])[CH:10]=1)[NH:7][C:6](=[O:12])[C:5]2([CH2:15][CH2:16][CH2:17][CH2:18]Cl)[CH2:13][CH3:14].[Cl:20][C:21]1[CH:22]=[C:23]([N:28]2[CH2:33][CH2:32][NH:31][CH2:30][CH2:29]2)[CH:24]=[CH:25][C:26]=1[Cl:27], predict the reaction product. (4) Given the reactants [OH:1][CH:2]1[CH2:5][N:4]([C:6]2[CH:11]=[CH:10][C:9]([C@@H:12]([NH:14][C:15](=[O:17])[CH3:16])[CH3:13])=[CH:8][CH:7]=2)[CH2:3]1.Br[C:19]1[N:24]=[C:23]([N:25]([CH3:31])[CH2:26][C:27]([CH3:30])([OH:29])[CH3:28])[CH:22]=[CH:21][CH:20]=1.CC([O-])(C)C.[Na+].O, predict the reaction product. The product is: [OH:29][C:27]([CH3:30])([CH3:28])[CH2:26][N:25]([CH3:31])[C:23]1[N:24]=[C:19]([O:1][CH:2]2[CH2:3][N:4]([C:6]3[CH:7]=[CH:8][C:9]([C@@H:12]([NH:14][C:15](=[O:17])[CH3:16])[CH3:13])=[CH:10][CH:11]=3)[CH2:5]2)[CH:20]=[CH:21][CH:22]=1. (5) The product is: [NH:15]1[C:16]2[CH:21]=[CH:20][CH:19]=[CH:18][C:17]=2[N:13]=[C:14]1[CH:10]([NH:11][C:12]([NH:25][C@H:26]1[CH2:31][CH2:30][C@H:29]([OH:32])[CH2:28][CH2:27]1)=[O:22])[CH2:9][C:8]1[CH:23]=[CH:24][C:5]([C:2]([F:1])([F:4])[CH3:3])=[CH:6][CH:7]=1. Given the reactants [F:1][C:2]([C:5]1[CH:24]=[CH:23][C:8]([CH2:9][CH:10]2[C:14]3=[N:15][C:16]4[CH:21]=[CH:20][CH:19]=[CH:18][C:17]=4[N:13]3[C:12](=[O:22])[NH:11]2)=[CH:7][CH:6]=1)([F:4])[CH3:3].[NH2:25][C@H:26]1[CH2:31][CH2:30][C@H:29]([OH:32])[CH2:28][CH2:27]1.C(O)(C(F)(F)F)=O, predict the reaction product.